Dataset: Reaction yield outcomes from USPTO patents with 853,638 reactions. Task: Predict the reaction yield, written as a fraction of the theoretical maximum amount of product (1.0 means a 100% yield; for example, 0.34 means a 34% yield). (1) The reactants are [OH:1][C:2]1[CH:7]=[CH:6][C:5]([S:8](Cl)(=[O:10])=[O:9])=[CH:4][CH:3]=1.C[Si](C([Si](C)(C)C)C(N)=O)(C)C.[CH3:24][C:25]1([CH3:38])[S:30][CH2:29][CH2:28][NH:27][C@H:26]1[C:31]([O:33][C:34]([CH3:37])([CH3:36])[CH3:35])=[O:32].CN1CCOCC1. The catalyst is C(Cl)(Cl)Cl.CO. The product is [OH:1][C:2]1[CH:7]=[CH:6][C:5]([S:8]([N:27]2[CH2:28][CH2:29][S:30][C:25]([CH3:24])([CH3:38])[C@@H:26]2[C:31]([O:33][C:34]([CH3:37])([CH3:36])[CH3:35])=[O:32])(=[O:10])=[O:9])=[CH:4][CH:3]=1. The yield is 0.850. (2) The reactants are [O:1]([C:8]1[CH:13]=[CH:12][C:11]([OH:14])=[CH:10][CH:9]=1)[C:2]1[CH:7]=[CH:6][CH:5]=[CH:4][CH:3]=1.C1COCC1.[OH-].[Na+].Br[C:23]1[CH:28]=[CH:27][C:26]([CH2:29][CH2:30][O:31]CC2C=CC=CC=2)=[CH:25][CH:24]=1. The catalyst is N1C=CC=CC=1.O. The product is [O:1]([C:8]1[CH:9]=[CH:10][C:11]([O:14][C:23]2[CH:28]=[CH:27][C:26]([CH2:29][CH2:30][OH:31])=[CH:25][CH:24]=2)=[CH:12][CH:13]=1)[C:2]1[CH:7]=[CH:6][CH:5]=[CH:4][CH:3]=1. The yield is 0.780. (3) The reactants are [N:1]([CH2:4][C@H:5]([CH3:29])[C@H:6]([C@H:15]1[CH2:19][O:18]C(C)(C)[N:16]1[C:22]([O:24][C:25]([CH3:28])([CH3:27])[CH3:26])=[O:23])[O:7][Si:8]([C:11]([CH3:14])([CH3:13])[CH3:12])([CH3:10])[CH3:9])=[N+:2]=[N-:3].CC1C=CC(S([O-])(=O)=O)=CC=1.C1C=C[NH+]=CC=1.CCN(C(C)C)C(C)C.CC(OC(OC(OC(C)(C)C)=O)=O)(C)C. The catalyst is CCO. The product is [N:1]([CH2:4][C@H:5]([CH3:29])[C@@H:6]([O:7][Si:8]([C:11]([CH3:14])([CH3:13])[CH3:12])([CH3:9])[CH3:10])[C@H:15]([NH:16][C:22](=[O:23])[O:24][C:25]([CH3:28])([CH3:26])[CH3:27])[CH2:19][OH:18])=[N+:2]=[N-:3]. The yield is 0.700. (4) The reactants are Cl[C:2]1[N:10]=[CH:9][C:8]([F:11])=[CH:7][C:3]=1[C:4]([OH:6])=[O:5].[N:12]1([CH2:18][CH2:19][O:20][C:21]2[CH:22]=[C:23]([CH:25]=[CH:26][CH:27]=2)[NH2:24])[CH2:17][CH2:16][O:15][CH2:14][CH2:13]1. No catalyst specified. The product is [F:11][C:8]1[CH:9]=[N:10][C:2]([NH:24][C:23]2[CH:25]=[CH:26][CH:27]=[C:21]([O:20][CH2:19][CH2:18][N:12]3[CH2:13][CH2:14][O:15][CH2:16][CH2:17]3)[CH:22]=2)=[C:3]([CH:7]=1)[C:4]([OH:6])=[O:5]. The yield is 0.130. (5) The reactants are [NH2:1][C:2]1[S:3][CH:4]=[CH:5][N:6]=1.[S-:7][C:8]#[N:9].[Na+].BrBr.[NH4+].[OH-]. The catalyst is CO.[Na+].[Br-]. The product is [S:7]([C:4]1[S:3][C:2]([NH2:1])=[N:6][CH:5]=1)[C:8]#[N:9]. The yield is 0.550.